Dataset: NCI-60 drug combinations with 297,098 pairs across 59 cell lines. Task: Regression. Given two drug SMILES strings and cell line genomic features, predict the synergy score measuring deviation from expected non-interaction effect. (1) Cell line: M14. Synergy scores: CSS=-0.273, Synergy_ZIP=-1.78, Synergy_Bliss=-2.40, Synergy_Loewe=-16.7, Synergy_HSA=-5.83. Drug 2: C1C(C(OC1N2C=NC3=C(N=C(N=C32)Cl)N)CO)O. Drug 1: CN1CCC(CC1)COC2=C(C=C3C(=C2)N=CN=C3NC4=C(C=C(C=C4)Br)F)OC. (2) Drug 1: CS(=O)(=O)CCNCC1=CC=C(O1)C2=CC3=C(C=C2)N=CN=C3NC4=CC(=C(C=C4)OCC5=CC(=CC=C5)F)Cl. Drug 2: C1C(C(OC1N2C=NC(=NC2=O)N)CO)O. Cell line: BT-549. Synergy scores: CSS=18.8, Synergy_ZIP=-3.36, Synergy_Bliss=3.74, Synergy_Loewe=-4.69, Synergy_HSA=4.99. (3) Drug 1: CC1=C(C(=CC=C1)Cl)NC(=O)C2=CN=C(S2)NC3=CC(=NC(=N3)C)N4CCN(CC4)CCO. Drug 2: CN(CCCl)CCCl.Cl. Cell line: M14. Synergy scores: CSS=9.62, Synergy_ZIP=-3.13, Synergy_Bliss=-0.0386, Synergy_Loewe=2.92, Synergy_HSA=1.05. (4) Drug 1: CC1C(C(=O)NC(C(=O)N2CCCC2C(=O)N(CC(=O)N(C(C(=O)O1)C(C)C)C)C)C(C)C)NC(=O)C3=C4C(=C(C=C3)C)OC5=C(C(=O)C(=C(C5=N4)C(=O)NC6C(OC(=O)C(N(C(=O)CN(C(=O)C7CCCN7C(=O)C(NC6=O)C(C)C)C)C)C(C)C)C)N)C. Drug 2: C1C(C(OC1N2C=NC3=C2NC=NCC3O)CO)O. Cell line: CAKI-1. Synergy scores: CSS=7.93, Synergy_ZIP=8.53, Synergy_Bliss=12.6, Synergy_Loewe=-0.497, Synergy_HSA=11.5. (5) Drug 1: C1=CC(=C2C(=C1NCCNCCO)C(=O)C3=C(C=CC(=C3C2=O)O)O)NCCNCCO. Drug 2: CC1=C(C=C(C=C1)NC(=O)C2=CC=C(C=C2)CN3CCN(CC3)C)NC4=NC=CC(=N4)C5=CN=CC=C5. Cell line: CAKI-1. Synergy scores: CSS=59.5, Synergy_ZIP=13.5, Synergy_Bliss=13.2, Synergy_Loewe=-29.3, Synergy_HSA=8.93. (6) Drug 1: CC1CCC2CC(C(=CC=CC=CC(CC(C(=O)C(C(C(=CC(C(=O)CC(OC(=O)C3CCCCN3C(=O)C(=O)C1(O2)O)C(C)CC4CCC(C(C4)OC)O)C)C)O)OC)C)C)C)OC. Drug 2: CC1C(C(CC(O1)OC2CC(CC3=C2C(=C4C(=C3O)C(=O)C5=CC=CC=C5C4=O)O)(C(=O)C)O)N)O. Synergy scores: CSS=67.5, Synergy_ZIP=9.08, Synergy_Bliss=9.05, Synergy_Loewe=7.47, Synergy_HSA=10.8. Cell line: UACC62. (7) Cell line: SK-MEL-2. Synergy scores: CSS=28.2, Synergy_ZIP=-4.67, Synergy_Bliss=-1.89, Synergy_Loewe=0.593, Synergy_HSA=0.892. Drug 1: C1=NC2=C(N1)C(=S)N=C(N2)N. Drug 2: CC1CCC2CC(C(=CC=CC=CC(CC(C(=O)C(C(C(=CC(C(=O)CC(OC(=O)C3CCCCN3C(=O)C(=O)C1(O2)O)C(C)CC4CCC(C(C4)OC)O)C)C)O)OC)C)C)C)OC. (8) Drug 1: C1CNP(=O)(OC1)N(CCCl)CCCl. Drug 2: C1C(C(OC1N2C=NC3=C2NC=NCC3O)CO)O. Synergy scores: CSS=3.04, Synergy_ZIP=-1.40, Synergy_Bliss=-0.559, Synergy_Loewe=2.11, Synergy_HSA=0.481. Cell line: SNB-75. (9) Drug 1: CC1=C(C=C(C=C1)C(=O)NC2=CC(=CC(=C2)C(F)(F)F)N3C=C(N=C3)C)NC4=NC=CC(=N4)C5=CN=CC=C5. Drug 2: CCC1=C2CN3C(=CC4=C(C3=O)COC(=O)C4(CC)O)C2=NC5=C1C=C(C=C5)O. Cell line: M14. Synergy scores: CSS=9.65, Synergy_ZIP=3.03, Synergy_Bliss=6.31, Synergy_Loewe=-39.7, Synergy_HSA=-6.00. (10) Drug 1: C1CCC(C1)C(CC#N)N2C=C(C=N2)C3=C4C=CNC4=NC=N3. Drug 2: CC1=C2C(C(=O)C3(C(CC4C(C3C(C(C2(C)C)(CC1OC(=O)C(C(C5=CC=CC=C5)NC(=O)C6=CC=CC=C6)O)O)OC(=O)C7=CC=CC=C7)(CO4)OC(=O)C)O)C)OC(=O)C. Cell line: A498. Synergy scores: CSS=20.7, Synergy_ZIP=4.52, Synergy_Bliss=11.0, Synergy_Loewe=-1.04, Synergy_HSA=10.3.